Dataset: Peptide-MHC class I binding affinity with 185,985 pairs from IEDB/IMGT. Task: Regression. Given a peptide amino acid sequence and an MHC pseudo amino acid sequence, predict their binding affinity value. This is MHC class I binding data. (1) The peptide sequence is MLAKYDHLV. The MHC is HLA-A02:03 with pseudo-sequence HLA-A02:03. The binding affinity (normalized) is 1.00. (2) The peptide sequence is VGNVYVVF. The MHC is Mamu-B52 with pseudo-sequence Mamu-B52. The binding affinity (normalized) is 0.556. (3) The peptide sequence is KEGKLQCRI. The MHC is HLA-B46:01 with pseudo-sequence HLA-B46:01. The binding affinity (normalized) is 0.0847. (4) The binding affinity (normalized) is 0.0933. The MHC is HLA-B15:01 with pseudo-sequence HLA-B15:01. The peptide sequence is KSNAKCIEY. (5) The peptide sequence is ALSRKVAEL. The MHC is HLA-A02:01 with pseudo-sequence HLA-A02:01. The binding affinity (normalized) is 0.574. (6) The peptide sequence is EAQIQQEKNMY. The MHC is Mamu-A02 with pseudo-sequence Mamu-A02. The binding affinity (normalized) is 0. (7) The peptide sequence is FLYPSWSLY. The MHC is SLA-30401 with pseudo-sequence SLA-30401. The binding affinity (normalized) is 0.0847.